From a dataset of Full USPTO retrosynthesis dataset with 1.9M reactions from patents (1976-2016). Predict the reactants needed to synthesize the given product. Given the product [CH3:17][C:8]1[C:9]2[CH2:13][O:12][C:11](=[O:14])[C:10]=2[CH:15]=[CH:16][C:7]=1[SH:24], predict the reactants needed to synthesize it. The reactants are: FC(F)(F)S(O[C:7]1[CH:16]=[CH:15][C:10]2[C:11](=[O:14])[O:12][CH2:13][C:9]=2[C:8]=1[CH3:17])(=O)=O.C([Si](C(C)C)(C(C)C)[SH:24])(C)C.